From a dataset of Full USPTO retrosynthesis dataset with 1.9M reactions from patents (1976-2016). Predict the reactants needed to synthesize the given product. (1) Given the product [NH2:22][CH2:21][CH:18]1[CH2:19][CH2:20][N:15]([C:2]2[N:7]=[CH:6][N:5]=[C:4]([NH:8][C:9]3[CH:14]=[N:13][CH:12]=[CH:11][N:10]=3)[CH:3]=2)[CH2:16][CH2:17]1, predict the reactants needed to synthesize it. The reactants are: Cl[C:2]1[N:7]=[CH:6][N:5]=[C:4]([NH:8][C:9]2[CH:14]=[N:13][CH:12]=[CH:11][N:10]=2)[CH:3]=1.[NH:15]1[CH2:20][CH2:19][CH:18]([CH2:21][NH:22]C(=O)OC(C)(C)C)[CH2:17][CH2:16]1.C(N(CC)CC)C. (2) The reactants are: C([NH:3][C:4]1[CH:9]=[CH:8][CH:7]=[CH:6][CH:5]=1)#C.[N:10]([C:13]1[C:18]([Cl:19])=[CH:17][C:16]([C:20]([F:32])([C:28]([F:31])([F:30])[F:29])[C:21]([F:27])([F:26])[C:22]([F:25])([F:24])[F:23])=[CH:15][C:14]=1[Cl:33])=[N+:11]=[N-:12].O=[C:35]1O[C@H]([C@H](CO)O)C([O-])=[C:36]1O.[Na+]. Given the product [Cl:33][C:14]1[CH:15]=[C:16]([C:20]([F:32])([C:28]([F:29])([F:30])[F:31])[C:21]([F:26])([F:27])[C:22]([F:24])([F:23])[F:25])[CH:17]=[C:18]([Cl:19])[C:13]=1[N:10]1[CH:36]=[C:35]([C:8]2[CH:9]=[C:4]([NH2:3])[CH:5]=[CH:6][CH:7]=2)[N:12]=[N:11]1, predict the reactants needed to synthesize it. (3) Given the product [NH2:18][C:19]1[CH:20]=[CH:21][C:22]([CH2:25][CH2:26][CH2:27][C:28]#[N:29])=[CH:23][CH:24]=1, predict the reactants needed to synthesize it. The reactants are: FC(F)(F)C(O)=O.ClCCl.C(OC([NH:18][C:19]1[CH:24]=[CH:23][C:22]([CH2:25][CH2:26][CH2:27][C:28]#[N:29])=[CH:21][CH:20]=1)=O)(C)(C)C. (4) Given the product [CH:27]1[C:35]2[C:34]3[CH:36]=[CH:37][CH:38]=[CH:39][C:33]=3[O:32][C:31]=2[C:30]([C:2]2[N:7]=[C:6]([N:8]([C:21]3[CH:22]=[CH:23][CH:24]=[CH:25][CH:26]=3)[C:9]3[CH:14]=[CH:13][CH:12]=[C:11]([C:15]4[CH:20]=[CH:19][CH:18]=[CH:17][CH:16]=4)[N:10]=3)[CH:5]=[CH:4][CH:3]=2)=[CH:29][CH:28]=1, predict the reactants needed to synthesize it. The reactants are: Br[C:2]1[N:7]=[C:6]([N:8]([C:21]2[CH:26]=[CH:25][CH:24]=[CH:23][CH:22]=2)[C:9]2[CH:14]=[CH:13][CH:12]=[C:11]([C:15]3[CH:20]=[CH:19][CH:18]=[CH:17][CH:16]=3)[N:10]=2)[CH:5]=[CH:4][CH:3]=1.[CH:27]1[C:35]2[C:34]3[CH:36]=[CH:37][CH:38]=[CH:39][C:33]=3[O:32][C:31]=2[C:30](B(O)O)=[CH:29][CH:28]=1.O.P([O-])([O-])([O-])=O.[K+].[K+].[K+].C1(C)C=CC=CC=1. (5) Given the product [CH:33]1([C@@H:3]([NH:2][C:62]([C:59]2[C:55]3[N:56]=[CH:57][N:58]=[C:53]([C:45]4[C:46]5[O:50][CH2:49][O:48][C:47]=5[CH:51]=[CH:52][C:44]=4[O:43][CH2:42][CH:39]4[CH2:41][CH2:40]4)[C:54]=3[NH:61][CH:60]=2)=[O:63])[C:4]([N:6]2[CH2:11][CH2:10][CH:9]([N:12]3[N:21]=[C:20]([C:22]4[CH:27]=[CH:26][C:25]([O:28][CH3:29])=[C:24]([O:30][CH3:31])[CH:23]=4)[C@@H:19]4[C@@H:14]([CH2:15][CH2:16][CH2:17][CH2:18]4)[C:13]3=[O:32])[CH2:8][CH2:7]2)=[O:5])[CH2:38][CH2:37][CH2:36][CH2:35][CH2:34]1, predict the reactants needed to synthesize it. The reactants are: Cl.[NH2:2][C@H:3]([CH:33]1[CH2:38][CH2:37][CH2:36][CH2:35][CH2:34]1)[C:4]([N:6]1[CH2:11][CH2:10][CH:9]([N:12]2[N:21]=[C:20]([C:22]3[CH:27]=[CH:26][C:25]([O:28][CH3:29])=[C:24]([O:30][CH3:31])[CH:23]=3)[C@@H:19]3[C@@H:14]([CH2:15][CH2:16][CH2:17][CH2:18]3)[C:13]2=[O:32])[CH2:8][CH2:7]1)=[O:5].[CH:39]1([CH2:42][O:43][C:44]2[CH:52]=[CH:51][C:47]3[O:48][CH2:49][O:50][C:46]=3[C:45]=2[C:53]2[C:54]3[NH:61][CH:60]=[C:59]([C:62](N4C=CN=C4)=[O:63])[C:55]=3[N:56]=[CH:57][N:58]=2)[CH2:41][CH2:40]1.CCN(C(C)C)C(C)C. (6) Given the product [O:25]=[C:24]1[C:23]2[C:17]3[CH:16]=[CH:15][CH:14]=[CH:19][C:18]=3[CH:20]=[CH:21][C:22]=2[C:27](=[O:26])[N:1]1[CH2:2][CH:3]([C:8]1([CH3:13])[O:9][CH2:10][CH2:11][O:12]1)[C:4]([O:6][CH3:7])=[O:5], predict the reactants needed to synthesize it. The reactants are: [NH2:1][CH2:2][CH:3]([C:8]1([CH3:13])[O:12][CH2:11][CH2:10][O:9]1)[C:4]([O:6][CH3:7])=[O:5].[CH:14]1[CH:19]=[C:18]2[CH:20]=[CH:21][C:22]3[C:27](=O)[O:26][C:24](=[O:25])[C:23]=3[C:17]2=[CH:16][CH:15]=1. (7) Given the product [NH2:1][S:2]([C:5]1[C:6]([Cl:21])=[CH:7][C:8]([NH:14][CH2:15][C:16]2[O:17][CH:18]=[CH:19][CH:20]=2)=[C:9]([CH:13]=1)[C:10]([O-:12])=[O:11])(=[O:3])=[O:4].[Cs+:32], predict the reactants needed to synthesize it. The reactants are: [NH2:1][S:2]([C:5]1[C:6]([Cl:21])=[CH:7][C:8]([NH:14][CH2:15][C:16]2[O:17][CH:18]=[CH:19][CH:20]=2)=[C:9]([CH:13]=1)[C:10]([OH:12])=[O:11])(=[O:4])=[O:3].O1CCOCC1.C(=O)([O-])[O-].[Cs+:32].[Cs+]. (8) The reactants are: C[O:2][C:3](=[O:31])[CH2:4][C:5]1[C:13]2[C:8](=[N:9][CH:10]=[CH:11][CH:12]=2)[N:7]([CH2:14][C:15]2[CH:20]=[CH:19][C:18]([S:21]([CH2:24][CH3:25])(=[O:23])=[O:22])=[CH:17][C:16]=2[C:26]([F:29])([F:28])[F:27])[C:6]=1[CH3:30].COC(=O)CC1C2C(=NC=CC=2)NC=1C.CCN(P1(N(C)CCCN1C)=NC(C)(C)C)CC.BrCC1C=CC(S(CC)(=O)=O)=CC=1C(F)(F)F. Given the product [CH2:24]([S:21]([C:18]1[CH:19]=[CH:20][C:15]([CH2:14][N:7]2[C:8]3=[N:9][CH:10]=[CH:11][CH:12]=[C:13]3[C:5]([CH2:4][C:3]([OH:31])=[O:2])=[C:6]2[CH3:30])=[C:16]([C:26]([F:28])([F:29])[F:27])[CH:17]=1)(=[O:23])=[O:22])[CH3:25], predict the reactants needed to synthesize it. (9) Given the product [Cl:1][C:2]1[CH:7]=[CH:6][C:5]([CH:8]2[C:12]3[N:13]([CH:22]([CH3:24])[CH3:23])[C:14]([C:16]4[CH2:17][CH2:18][N:19]([C:38]([O:40][CH2:41][CH3:42])=[O:39])[CH2:20][CH:21]=4)=[N:15][C:11]=3[C:10](=[O:25])[N:9]2[C:26]2[CH:27]=[C:28]([CH3:36])[C:29]3[N:30]([C:32]([CH3:35])=[N:33][N:34]=3)[CH:31]=2)=[CH:4][CH:3]=1, predict the reactants needed to synthesize it. The reactants are: [Cl:1][C:2]1[CH:7]=[CH:6][C:5]([CH:8]2[C:12]3[N:13]([CH:22]([CH3:24])[CH3:23])[C:14]([C:16]4[CH2:17][CH2:18][NH:19][CH2:20][CH:21]=4)=[N:15][C:11]=3[C:10](=[O:25])[N:9]2[C:26]2[CH:27]=[C:28]([CH3:36])[C:29]3[N:30]([C:32]([CH3:35])=[N:33][N:34]=3)[CH:31]=2)=[CH:4][CH:3]=1.Cl[C:38]([O:40][CH2:41][CH3:42])=[O:39].C([O-])(O)=O.[Na+].